This data is from Full USPTO retrosynthesis dataset with 1.9M reactions from patents (1976-2016). The task is: Predict the reactants needed to synthesize the given product. (1) Given the product [NH2:24][C:23]1[C:18]([CH2:17][NH:16][CH:3]([CH:2]([CH3:34])[CH3:1])[C:4]([N:6]([CH3:15])[CH2:7][CH2:8][C:9]2[CH:14]=[CH:13][CH:12]=[CH:11][CH:10]=2)=[O:5])=[CH:19][C:20]([O:27][C:28]2[CH:29]=[CH:30][CH:31]=[CH:32][CH:33]=2)=[N:21][CH:22]=1, predict the reactants needed to synthesize it. The reactants are: [CH3:1][CH:2]([CH3:34])[CH:3]([NH:16][CH2:17][C:18]1[C:23]([N+:24]([O-])=O)=[CH:22][N:21]=[C:20]([O:27][C:28]2[CH:33]=[CH:32][CH:31]=[CH:30][CH:29]=2)[CH:19]=1)[C:4]([N:6]([CH3:15])[CH2:7][CH2:8][C:9]1[CH:14]=[CH:13][CH:12]=[CH:11][CH:10]=1)=[O:5].C(O)C. (2) Given the product [NH2:1][C@@H:2]1[CH2:7][CH2:6][CH2:5][N:4]([C:8]2[N:13]([CH2:14][C:15]3[CH:20]=[CH:19][CH:18]=[CH:17][C:16]=3[I:24])[C:12](=[O:22])[NH:11][C:10](=[O:23])[CH:9]=2)[CH2:3]1, predict the reactants needed to synthesize it. The reactants are: [NH2:1][C@@H:2]1[CH2:7][CH2:6][CH2:5][N:4]([C:8]2[N:13]([CH2:14][C:15]3[CH:20]=[CH:19][CH:18]=[CH:17][C:16]=3Br)[C:12](=[O:22])[NH:11][C:10](=[O:23])[CH:9]=2)[CH2:3]1.[I:24]C1C=CC=CC=1CCl. (3) Given the product [Cl:3][C:4]1[C:5]([F:31])=[C:6]([NH:11][C:12]2[C:21]3[C:16](=[CH:17][C:18]([O:29][CH3:30])=[C:19]([O:22][CH:23]4[CH2:24][CH2:25][N:26]([C:40](=[O:39])[CH:41]=[CH2:42])[CH2:27][CH2:28]4)[CH:20]=3)[N:15]=[CH:14][N:13]=2)[CH:7]=[CH:8][C:9]=1[Cl:10], predict the reactants needed to synthesize it. The reactants are: Cl.Cl.[Cl:3][C:4]1[C:5]([F:31])=[C:6]([NH:11][C:12]2[C:21]3[C:16](=[CH:17][C:18]([O:29][CH3:30])=[C:19]([O:22][CH:23]4[CH2:28][CH2:27][NH:26][CH2:25][CH2:24]4)[CH:20]=3)[N:15]=[CH:14][N:13]=2)[CH:7]=[CH:8][C:9]=1[Cl:10].C(=O)([O-])O.[Na+].O.[Cl-].[O:39]1C[CH2:42][CH2:41][CH2:40]1. (4) Given the product [CH2:9]([O:8][C:5]1[CH:6]=[CH:7][C:2]([C:31]2[CH:32]=[C:33]3[C:37](=[CH:38][CH:39]=2)[C:36](=[O:40])[O:35][CH2:34]3)=[C:3]([O:13][CH2:14][O:15][CH3:16])[C:4]=1[O:11][CH3:12])[CH3:10], predict the reactants needed to synthesize it. The reactants are: Br[C:2]1[CH:7]=[CH:6][C:5]([O:8][CH2:9][CH3:10])=[C:4]([O:11][CH3:12])[C:3]=1[O:13][CH2:14][O:15][CH3:16].C(=O)([O-])[O-].[Cs+].[Cs+].CC1(C)C(C)(C)OB([C:31]2[CH:32]=[C:33]3[C:37](=[CH:38][CH:39]=2)[C:36](=[O:40])[O:35][CH2:34]3)O1.